From a dataset of Reaction yield outcomes from USPTO patents with 853,638 reactions. Predict the reaction yield, written as a fraction of the theoretical maximum amount of product (1.0 means a 100% yield; for example, 0.34 means a 34% yield). (1) The reactants are O[Li:2].O.C([O:6][C:7](=[O:16])[CH2:8][C:9]([O:11][C:12]([CH3:15])([CH3:14])[CH3:13])=[O:10])C.C1COCC1.O. The catalyst is CO. The product is [C:12]([O:11][C:9]([CH2:8][C:7]([O-:16])=[O:6])=[O:10])([CH3:15])([CH3:13])[CH3:14].[Li+:2]. The yield is 0.960. (2) The yield is 0.440. The product is [F:28][C:26]1[CH:25]=[C:24]([N:29]2[CH2:33][CH2:32][CH2:31][C@@H:30]2[C:34]2[CH:35]=[C:36]([C:51]([N:63]3[CH2:68][CH2:67][O:66][CH2:65][CH2:64]3)=[O:53])[CH:37]=[C:38]3[C:43]=2[O:42][C:41]([N:44]2[CH2:45][CH2:46][O:47][CH2:48][CH2:49]2)=[CH:40][C:39]3=[O:50])[CH:23]=[C:22]([F:21])[CH:27]=1. No catalyst specified. The reactants are [B-](F)(F)(F)F.CN(C(ON1C(=O)CCC1=O)=[N+](C)C)C.[F:21][C:22]1[CH:23]=[C:24]([N:29]2[CH2:33][CH2:32][CH2:31][C@@H:30]2[C:34]2[CH:35]=[C:36]([C:51]([OH:53])=O)[CH:37]=[C:38]3[C:43]=2[O:42][C:41]([N:44]2[CH2:49][CH2:48][O:47][CH2:46][CH2:45]2)=[CH:40][C:39]3=[O:50])[CH:25]=[C:26]([F:28])[CH:27]=1.CCN(C(C)C)C(C)C.[NH:63]1[CH2:68][CH2:67][O:66][CH2:65][CH2:64]1. (3) The reactants are [Cl:1][C:2]1[CH:3]=[CH:4][C:5]([F:28])=[C:6]([C:8]2[O:12][N:11]=[C:10]([CH2:13][S:14][C:15]3[N:19]([CH2:20][CH2:21]O)[C:18]([C:23]4[S:24][CH:25]=[CH:26][CH:27]=4)=[N:17][N:16]=3)[N:9]=2)[CH:7]=1.CCN(S(F)(F)[F:35])CC. The catalyst is C1COCC1. The yield is 0.220. The product is [Cl:1][C:2]1[CH:3]=[CH:4][C:5]([F:28])=[C:6]([C:8]2[O:12][N:11]=[C:10]([CH2:13][S:14][C:15]3[N:19]([CH2:20][CH2:21][F:35])[C:18]([C:23]4[S:24][CH:25]=[CH:26][CH:27]=4)=[N:17][N:16]=3)[N:9]=2)[CH:7]=1. (4) The catalyst is C1(C)C=CC=CC=1.O. The reactants are [O:1]1CCO[CH:2]1[C:6]1[CH:7]=[CH:8][C:9]([O:33][C:34]([F:37])([F:36])[F:35])=[C:10]([C:12]2[CH:21]=[C:20]3[C:15]([C:16]([CH3:31])([CH3:30])[CH2:17][CH:18]=[C:19]3OS(C(F)(F)F)(=O)=O)=[CH:14][C:13]=2[CH3:32])[CH:11]=1.[S:38]1[CH:42]=[CH:41][CH:40]=[C:39]1B(O)O.C(=O)([O-])[O-].[K+].[K+].C(O)C. The product is [F:37][C:34]([F:36])([F:35])[O:33][C:9]1[CH:8]=[CH:7][C:6]([CH:2]=[O:1])=[CH:11][C:10]=1[C:12]1[C:13]([CH3:32])=[CH:14][C:15]2[C:16]([CH3:30])([CH3:31])[CH2:17][CH:18]=[C:19]([C:39]3[S:38][CH:42]=[CH:41][CH:40]=3)[C:20]=2[CH:21]=1. The yield is 0.710. (5) The reactants are N[C:2]1[CH:3]=[CH:4][C:5]([NH:9][C:10](=[O:13])[O:11][CH3:12])=[N:6][C:7]=1[Br:8].N([O-])=O.[Na+].[ClH:18]. The catalyst is O.Cl[Cu]. The product is [Br:8][C:7]1[N:6]=[C:5]([NH:9][C:10](=[O:13])[O:11][CH3:12])[CH:4]=[CH:3][C:2]=1[Cl:18]. The yield is 0.750. (6) The yield is 0.470. No catalyst specified. The reactants are [NH2:1][C:2]1[C:11]2[C:6](=[C:7](Br)[CH:8]=[CH:9][CH:10]=2)[N:5]=[N:4][C:3]=1[C:13]([NH:15][CH2:16][CH2:17][CH3:18])=[O:14].[Cl:19][C:20]1[CH:25]=[CH:24][C:23]([Cl:26])=[CH:22][C:21]=1B(O)O. The product is [NH2:1][C:2]1[C:11]2[C:6](=[C:7]([C:24]3[CH:25]=[C:20]([Cl:19])[CH:21]=[CH:22][C:23]=3[Cl:26])[CH:8]=[CH:9][CH:10]=2)[N:5]=[N:4][C:3]=1[C:13]([NH:15][CH2:16][CH2:17][CH3:18])=[O:14]. (7) The reactants are [Br-:1].[Br-].[Br-].C1([N+](C)(C)C)C=CC=CC=1.C1([N+](C)(C)C)C=CC=CC=1.C1([N+](C)(C)C)C=CC=CC=1.[C:34]([C:37]1[CH:38]=[CH:39][C:40]([O:60][CH2:61][C:62]2[CH:67]=[CH:66][CH:65]=[CH:64][CH:63]=2)=[C:41]([CH:59]=1)[C:42]([NH:44][C:45]1[CH:50]=[C:49]([C:51]([F:54])([F:53])[F:52])[CH:48]=[C:47]([C:55]([F:58])([F:57])[F:56])[CH:46]=1)=[O:43])(=[O:36])[CH3:35].O. The catalyst is O1CCCC1. The product is [CH2:61]([O:60][C:40]1[CH:39]=[CH:38][C:37]([C:34](=[O:36])[CH2:35][Br:1])=[CH:59][C:41]=1[C:42]([NH:44][C:45]1[CH:50]=[C:49]([C:51]([F:53])([F:52])[F:54])[CH:48]=[C:47]([C:55]([F:58])([F:57])[F:56])[CH:46]=1)=[O:43])[C:62]1[CH:67]=[CH:66][CH:65]=[CH:64][CH:63]=1. The yield is 0.427. (8) The reactants are [Cl:1][C:2]1[CH:9]=[C:8]([CH3:10])[CH:7]=[CH:6][C:3]=1[C:4]#[N:5].[C:11]1([Mg]Br)[CH:16]=[CH:15][CH:14]=[CH:13][CH:12]=1.CO.[BH4-].[Na+]. The catalyst is C1COCC1. The product is [Cl:1][C:2]1[CH:9]=[C:8]([CH3:10])[CH:7]=[CH:6][C:3]=1[CH:4]([C:11]1[CH:16]=[CH:15][CH:14]=[CH:13][CH:12]=1)[NH2:5]. The yield is 0.210.